This data is from Catalyst prediction with 721,799 reactions and 888 catalyst types from USPTO. The task is: Predict which catalyst facilitates the given reaction. (1) Reactant: [CH3:1][O:2][C:3]1[CH:12]=[C:11]2[C:6]([CH:7]=[CH:8][C:9]([C:13]#N)=[CH:10]2)=[CH:5][CH:4]=1.[OH-:15].[K+].Cl.[OH2:18]. Product: [CH3:1][O:2][C:3]1[CH:12]=[C:11]2[C:6]([CH:7]=[CH:8][C:9]([C:13]([OH:18])=[O:15])=[CH:10]2)=[CH:5][CH:4]=1. The catalyst class is: 8. (2) Reactant: [Cl:1][C:2]1[CH:7]=[CH:6][CH:5]=[C:4]([Cl:8])[C:3]=1[CH2:9][S:10]([C:13]1[CH:14]=[C:15]2[C:19](=[CH:20][CH:21]=1)[NH:18][C:17](=[O:22])/[C:16]/2=[CH:23]\[C:24]1[NH:28][C:27]([CH3:29])=[C:26]([CH2:30][CH2:31][C:32](O)=[O:33])[C:25]=1[CH3:35])(=[O:12])=[O:11].CCN=C=NCCCN(C)C.C1C=CC2N(O)N=NC=2C=1.[CH:57]1([NH:60][CH:61]2[CH2:66][CH2:65][NH:64][CH2:63][CH2:62]2)[CH2:59][CH2:58]1.C([O-])(O)=O.[Na+]. Product: [CH:57]1([NH:60][CH:61]2[CH2:66][CH2:65][N:64]([C:32](=[O:33])[CH2:31][CH2:30][C:26]3[C:25]([CH3:35])=[C:24](/[CH:23]=[C:16]4\[C:17](=[O:22])[NH:18][C:19]5[C:15]\4=[CH:14][C:13]([S:10]([CH2:9][C:3]4[C:2]([Cl:1])=[CH:7][CH:6]=[CH:5][C:4]=4[Cl:8])(=[O:11])=[O:12])=[CH:21][CH:20]=5)[NH:28][C:27]=3[CH3:29])[CH2:63][CH2:62]2)[CH2:59][CH2:58]1. The catalyst class is: 3.